Dataset: Forward reaction prediction with 1.9M reactions from USPTO patents (1976-2016). Task: Predict the product of the given reaction. Given the reactants [CH3:1][C:2]1[NH:6][N:5]=[C:4]([C:7]([O:9][CH2:10][CH3:11])=[O:8])[CH:3]=1.Br[CH2:13][C:14]1[C:22]2[O:21][C:20]([CH:23]([CH3:25])[CH3:24])=[CH:19][C:18]=2[CH:17]=[C:16]([Br:26])[CH:15]=1.C(=O)([O-])[O-].[K+].[K+], predict the reaction product. The product is: [Br:26][C:16]1[CH:15]=[C:14]([CH2:13][N:6]2[C:2]([CH3:1])=[CH:3][C:4]([C:7]([O:9][CH2:10][CH3:11])=[O:8])=[N:5]2)[C:22]2[O:21][C:20]([CH:23]([CH3:24])[CH3:25])=[CH:19][C:18]=2[CH:17]=1.